Dataset: NCI-60 drug combinations with 297,098 pairs across 59 cell lines. Task: Regression. Given two drug SMILES strings and cell line genomic features, predict the synergy score measuring deviation from expected non-interaction effect. (1) Drug 1: CC1C(C(CC(O1)OC2CC(OC(C2O)C)OC3=CC4=CC5=C(C(=O)C(C(C5)C(C(=O)C(C(C)O)O)OC)OC6CC(C(C(O6)C)O)OC7CC(C(C(O7)C)O)OC8CC(C(C(O8)C)O)(C)O)C(=C4C(=C3C)O)O)O)O. Drug 2: C1CN(P(=O)(OC1)NCCCl)CCCl. Cell line: HL-60(TB). Synergy scores: CSS=24.3, Synergy_ZIP=1.10, Synergy_Bliss=1.13, Synergy_Loewe=-22.6, Synergy_HSA=-0.338. (2) Drug 1: C1=NC2=C(N=C(N=C2N1C3C(C(C(O3)CO)O)O)F)N. Drug 2: CC1=C2C(C(=O)C3(C(CC4C(C3C(C(C2(C)C)(CC1OC(=O)C(C(C5=CC=CC=C5)NC(=O)C6=CC=CC=C6)O)O)OC(=O)C7=CC=CC=C7)(CO4)OC(=O)C)O)C)OC(=O)C. Cell line: HCC-2998. Synergy scores: CSS=31.2, Synergy_ZIP=-5.12, Synergy_Bliss=1.35, Synergy_Loewe=-4.07, Synergy_HSA=4.27. (3) Drug 1: CC1=C2C(C(=O)C3(C(CC4C(C3C(C(C2(C)C)(CC1OC(=O)C(C(C5=CC=CC=C5)NC(=O)OC(C)(C)C)O)O)OC(=O)C6=CC=CC=C6)(CO4)OC(=O)C)OC)C)OC. Drug 2: CN1C2=C(C=C(C=C2)N(CCCl)CCCl)N=C1CCCC(=O)O.Cl. Cell line: NCI-H460. Synergy scores: CSS=80.6, Synergy_ZIP=33.3, Synergy_Bliss=30.2, Synergy_Loewe=-12.5, Synergy_HSA=30.2. (4) Drug 1: CC12CCC3C(C1CCC2=O)CC(=C)C4=CC(=O)C=CC34C. Drug 2: C1CCC(CC1)NC(=O)N(CCCl)N=O. Cell line: SNB-75. Synergy scores: CSS=36.5, Synergy_ZIP=1.80, Synergy_Bliss=1.44, Synergy_Loewe=-1.24, Synergy_HSA=4.68. (5) Drug 1: C1=CC(=CC=C1CCCC(=O)O)N(CCCl)CCCl. Drug 2: CC1=C(C(=O)C2=C(C1=O)N3CC4C(C3(C2COC(=O)N)OC)N4)N. Cell line: OVCAR-4. Synergy scores: CSS=-2.57, Synergy_ZIP=-1.83, Synergy_Bliss=-5.68, Synergy_Loewe=-11.1, Synergy_HSA=-6.58. (6) Drug 1: COC1=CC(=CC(=C1O)OC)C2C3C(COC3=O)C(C4=CC5=C(C=C24)OCO5)OC6C(C(C7C(O6)COC(O7)C8=CC=CS8)O)O. Drug 2: C1=CN(C=N1)CC(O)(P(=O)(O)O)P(=O)(O)O. Cell line: LOX IMVI. Synergy scores: CSS=7.38, Synergy_ZIP=-14.0, Synergy_Bliss=-25.3, Synergy_Loewe=-45.4, Synergy_HSA=-23.7. (7) Drug 1: C1=NC2=C(N=C(N=C2N1C3C(C(C(O3)CO)O)O)F)N. Drug 2: C1CN(P(=O)(OC1)NCCCl)CCCl. Cell line: OVCAR-5. Synergy scores: CSS=-4.80, Synergy_ZIP=5.64, Synergy_Bliss=-4.81, Synergy_Loewe=-5.11, Synergy_HSA=-6.33.